Dataset: Cav3 T-type calcium channel HTS with 100,875 compounds. Task: Binary Classification. Given a drug SMILES string, predict its activity (active/inactive) in a high-throughput screening assay against a specified biological target. (1) The compound is o1c(c(cc1)C(=O)N\N=C\c1c(n(nc1)C)C)C. The result is 0 (inactive). (2) The drug is S=C1N(C(CN1)Cc1ccc(O)cc1)CCc1cc(cc(c1)C(F)(F)F)C(F)(F)F. The result is 0 (inactive). (3) The compound is S1C(CC(=O)c2c1cc(OC)cc2)C. The result is 0 (inactive).